This data is from Reaction yield outcomes from USPTO patents with 853,638 reactions. The task is: Predict the reaction yield, written as a fraction of the theoretical maximum amount of product (1.0 means a 100% yield; for example, 0.34 means a 34% yield). The reactants are [O:1]1[CH2:6][CH2:5][N:4]([C:7]2[CH:12]=[CH:11][C:10]([C:13]3[C:21]4[C:16](=[CH:17][CH:18]=[C:19]([C:22]([OH:24])=O)[CH:20]=4)[NH:15][N:14]=3)=[CH:9][CH:8]=2)[CH2:3][CH2:2]1.[S:25]1[CH:29]=[CH:28][CH:27]=[C:26]1[C@H:30]([NH2:32])[CH3:31].Cl.CN(C(ON1N=NC2C=CC=CC1=2)=[N+](C)C)C.[B-](F)(F)(F)F.CCN(C(C)C)C(C)C. The catalyst is CN(C=O)C. The product is [O:1]1[CH2:2][CH2:3][N:4]([C:7]2[CH:8]=[CH:9][C:10]([C:13]3[C:21]4[C:16](=[CH:17][CH:18]=[C:19]([C:22]([NH:32][C@@H:30]([C:26]5[S:25][CH:29]=[CH:28][CH:27]=5)[CH3:31])=[O:24])[CH:20]=4)[NH:15][N:14]=3)=[CH:11][CH:12]=2)[CH2:5][CH2:6]1. The yield is 0.240.